From a dataset of Full USPTO retrosynthesis dataset with 1.9M reactions from patents (1976-2016). Predict the reactants needed to synthesize the given product. (1) Given the product [Cl:1][C:2]1[CH:3]=[C:4]([CH:23]=[CH:24][C:25]=1[Cl:26])[CH2:5][N:6]([CH3:22])[C:7]([C:9]1[CH2:13][N:12]([CH2:14][CH2:15][CH2:16][C:17](=[O:19])[NH:28][CH3:27])[C:11](=[O:20])[C:10]=1[OH:21])=[O:8], predict the reactants needed to synthesize it. The reactants are: [Cl:1][C:2]1[CH:3]=[C:4]([CH:23]=[CH:24][C:25]=1[Cl:26])[CH2:5][N:6]([CH3:22])[C:7]([C:9]1[CH2:13][N:12]([CH2:14][CH2:15][CH2:16][C:17]([OH:19])=O)[C:11](=[O:20])[C:10]=1[OH:21])=[O:8].[CH3:27][NH2:28]. (2) The reactants are: Cl[C:2]1[CH:7]=[C:6]([Cl:8])[N:5]=[C:4]([S:9][C:10]2[CH:15]=[CH:14][C:13]([NH:16][C:17](=[O:23])[O:18][C:19]([CH3:22])([CH3:21])[CH3:20])=[CH:12][CH:11]=2)[N:3]=1.[CH3:24][C:25]1[CH:29]=[C:28]([NH2:30])[NH:27][N:26]=1.C(N(C(C)C)CC)(C)C.[Na+].[I-]. Given the product [Cl:8][C:6]1[CH:7]=[C:2]([NH:30][C:28]2[NH:27][N:26]=[C:25]([CH3:24])[CH:29]=2)[N:3]=[C:4]([S:9][C:10]2[CH:15]=[CH:14][C:13]([NH:16][C:17](=[O:23])[O:18][C:19]([CH3:22])([CH3:21])[CH3:20])=[CH:12][CH:11]=2)[N:5]=1, predict the reactants needed to synthesize it.